From a dataset of Forward reaction prediction with 1.9M reactions from USPTO patents (1976-2016). Predict the product of the given reaction. Given the reactants [CH3:1][CH:2]([NH2:5])[CH2:3][CH3:4].C(O)C(N)(CO)CO.Cl.[F:15][C:16]([F:28])([F:27])[C:17]1[CH:18]=C(CC(=O)C)[CH:20]=[CH:21][CH:22]=1.C1([C@H](N)C)C=CC=CC=1.C(O)(=O)CCCCCCC/C=C\CCCCCCCC, predict the reaction product. The product is: [F:15][C:16]([F:28])([F:27])[C:17]1[CH:18]=[C:4]([CH2:3][C@H:2]([NH2:5])[CH3:1])[CH:20]=[CH:21][CH:22]=1.